Regression. Given a peptide amino acid sequence and an MHC pseudo amino acid sequence, predict their binding affinity value. This is MHC class II binding data. From a dataset of Peptide-MHC class II binding affinity with 134,281 pairs from IEDB. (1) The peptide sequence is TKLDSEIKSWLAFAA. The MHC is DRB1_0401 with pseudo-sequence DRB1_0401. The binding affinity (normalized) is 0.522. (2) The peptide sequence is KDGRKLVVPCRPQDELI. The MHC is DRB1_0901 with pseudo-sequence DRB1_0901. The binding affinity (normalized) is 0.204. (3) The peptide sequence is MKRPSREKQDKKIFTE. The MHC is DRB5_0101 with pseudo-sequence DRB5_0101. The binding affinity (normalized) is 0.382. (4) The peptide sequence is WIEQEGAEYW. The MHC is HLA-DQA10501-DQB10201 with pseudo-sequence HLA-DQA10501-DQB10201. The binding affinity (normalized) is 0.380. (5) The peptide sequence is MYKECEWPLTHTIGT. The MHC is HLA-DQA10303-DQB10402 with pseudo-sequence HLA-DQA10303-DQB10402. The binding affinity (normalized) is 0. (6) The binding affinity (normalized) is 0.262. The MHC is DRB1_0405 with pseudo-sequence DRB1_0405. The peptide sequence is YAHAAHAAHAAHAAHAA. (7) The peptide sequence is AAATARTTVYGAFAA. The MHC is HLA-DPA10103-DPB10601 with pseudo-sequence HLA-DPA10103-DPB10601. The binding affinity (normalized) is 0.160. (8) The peptide sequence is RNGGEIGAVALDYPS. The MHC is HLA-DQA10201-DQB10301 with pseudo-sequence HLA-DQA10201-DQB10301. The binding affinity (normalized) is 0.404. (9) The peptide sequence is AAYAAAAAAKAA. The MHC is HLA-DQA10401-DQB10402 with pseudo-sequence HLA-DQA10401-DQB10402. The binding affinity (normalized) is 0.425.